This data is from Full USPTO retrosynthesis dataset with 1.9M reactions from patents (1976-2016). The task is: Predict the reactants needed to synthesize the given product. (1) Given the product [C:6]([N:5]1[CH2:12][C:13]([CH2:15][CH3:16])([CH3:19])[NH:11][C:3]([CH2:1][CH3:2])([CH3:10])[C:4]1=[O:17])([CH3:9])([CH3:8])[CH3:7], predict the reactants needed to synthesize it. The reactants are: [CH2:1]([C:3]([NH2:11])([CH3:10])[CH2:4][NH:5][C:6]([CH3:9])([CH3:8])[CH3:7])[CH3:2].[CH3:12][C:13]([CH2:15][CH3:16])=O.[OH-:17].[Na+].[CH:19](Cl)(Cl)Cl. (2) The reactants are: [NH2:1][C@@H:2]([CH2:36][CH2:37][C:38]1[CH:43]=[CH:42][CH:41]=[CH:40][CH:39]=1)[C:3]([NH:5][C@@H:6]([CH2:29][C:30]1[CH:35]=[CH:34][CH:33]=[CH:32][CH:31]=1)[C:7]([NH:9][C@H:10]([B:16]1[O:20][C@@H:19]2[CH2:21][C@@H:22]3[CH2:25][C@H:24]([C@:18]2([CH3:28])[O:17]1)[C:23]3([CH3:27])[CH3:26])[CH2:11][CH:12]1[CH2:15][CH2:14][CH2:13]1)=[O:8])=[O:4].C(#N)C.[C:47](OC(=O)C)(=[O:49])[CH3:48].C(N(CC)C(C)C)(C)C. Given the product [C:47]([NH:1][C@@H:2]([CH2:36][CH2:37][C:38]1[CH:43]=[CH:42][CH:41]=[CH:40][CH:39]=1)[C:3]([NH:5][C@@H:6]([CH2:29][C:30]1[CH:35]=[CH:34][CH:33]=[CH:32][CH:31]=1)[C:7]([NH:9][C@H:10]([B:16]1[O:20][C@@H:19]2[CH2:21][C@@H:22]3[CH2:25][C@H:24]([C@:18]2([CH3:28])[O:17]1)[C:23]3([CH3:26])[CH3:27])[CH2:11][CH:12]1[CH2:15][CH2:14][CH2:13]1)=[O:8])=[O:4])(=[O:49])[CH3:48], predict the reactants needed to synthesize it. (3) Given the product [NH:8]1[CH:9]=[CH:10][N:11]=[C:7]1[NH:6][C:12](=[O:17])[CH2:13][CH:14]([CH3:16])[CH3:15], predict the reactants needed to synthesize it. The reactants are: S(O)(O)(=O)=O.[NH2:6][C:7]1[NH:8][CH:9]=[CH:10][N:11]=1.[C:12](Cl)(=[O:17])[CH2:13][CH:14]([CH3:16])[CH3:15].O. (4) Given the product [CH:10]1([N:7]2[CH2:8][CH2:9][CH:5]([CH2:4][C:3]3[CH:17]=[CH:18][CH:19]=[CH:20][C:2]=3[NH:1][C:24]([NH:23][CH2:21][CH3:22])=[O:25])[C:6]2=[O:16])[CH2:11][CH2:12][CH2:13][CH2:14][CH2:15]1, predict the reactants needed to synthesize it. The reactants are: [NH2:1][C:2]1[CH:20]=[CH:19][CH:18]=[CH:17][C:3]=1[CH2:4][CH:5]1[CH2:9][CH2:8][N:7]([CH:10]2[CH2:15][CH2:14][CH2:13][CH2:12][CH2:11]2)[C:6]1=[O:16].[CH2:21]([N:23]=[C:24]=[O:25])[CH3:22].C(OCC)(=O)C.O. (5) Given the product [C:13]([NH:16][C:17]1[C:18]([NH:42][C:10](=[O:11])[CH2:9][Cl:8])=[C:19]([C:23]2[NH:24][C:25]3[C:30]([C:31]=2[CH:32]2[CH2:37][CH2:36][CH2:35][CH2:34][CH2:33]2)=[CH:29][CH:28]=[C:27]([C:38]([O:40][CH3:41])=[O:39])[CH:26]=3)[CH:20]=[CH:21][CH:22]=1)(=[O:15])[CH3:14], predict the reactants needed to synthesize it. The reactants are: CN1CCOCC1.[Cl:8][CH2:9][C:10](Cl)=[O:11].[C:13]([NH:16][C:17]1[C:18]([NH2:42])=[C:19]([C:23]2[NH:24][C:25]3[C:30]([C:31]=2[CH:32]2[CH2:37][CH2:36][CH2:35][CH2:34][CH2:33]2)=[CH:29][CH:28]=[C:27]([C:38]([O:40][CH3:41])=[O:39])[CH:26]=3)[CH:20]=[CH:21][CH:22]=1)(=[O:15])[CH3:14]. (6) Given the product [NH:1]1[C:10]2[C:5](=[CH:6][CH:7]=[C:8]([S:13]([O-:16])(=[O:15])=[O:14])[CH:9]=2)[CH2:4][CH2:3][CH2:2]1.[Na+:11], predict the reactants needed to synthesize it. The reactants are: [NH:1]1[C:10]2[C:5](=[CH:6][CH:7]=[CH:8][CH:9]=2)[CH2:4][CH2:3][CH2:2]1.[Na+:11].[Cl-].[S:13](=O)(=[O:16])([OH:15])[OH:14]. (7) Given the product [C:1]12([CH2:11][O:12][C:13]3[C:28]([CH:29]4[CH2:30][CH2:31]4)=[CH:27][C:16]([C:17]([NH:19][S:20]([CH2:23][CH2:24][OH:25])(=[O:22])=[O:21])=[O:18])=[C:15]([F:32])[CH:14]=3)[CH2:10][CH:5]3[CH2:4][CH:3]([CH2:9][CH:7]([CH2:6]3)[CH2:8]1)[CH2:2]2, predict the reactants needed to synthesize it. The reactants are: [C:1]12([CH2:11][O:12][C:13]3[C:28]([CH:29]4[CH2:31][CH2:30]4)=[CH:27][C:16]([C:17]([NH:19][S:20]([CH2:23][CH2:24][O:25]C)(=[O:22])=[O:21])=[O:18])=[C:15]([F:32])[CH:14]=3)[CH2:10][CH:5]3[CH2:6][CH:7]([CH2:9][CH:3]([CH2:4]3)[CH2:2]1)[CH2:8]2.B(Br)(Br)Br.N1C(C)=CC=CC=1C. (8) Given the product [CH2:1]([C:3]1[N:12]([CH2:13][CH2:14][N:15]2[CH2:20][CH2:19][N:18]([C:21]3[CH:26]=[CH:25][CH:24]=[CH:23][C:22]=3[O:33][CH3:32])[CH2:17][CH2:16]2)[C:11](=[O:31])[C:10]2[C:5](=[CH:6][CH:7]=[CH:8][CH:9]=2)[N:4]=1)[CH3:2], predict the reactants needed to synthesize it. The reactants are: [CH2:1]([C:3]1[N:12]([CH2:13][CH2:14][N:15]2[CH2:20][CH2:19][N:18]([C:21]3[CH:26]=[CH:25][CH:24]=[C:23](C(F)(F)F)[CH:22]=3)[CH2:17][CH2:16]2)[C:11](=[O:31])[C:10]2[C:5](=[CH:6][CH:7]=[CH:8][CH:9]=2)[N:4]=1)[CH3:2].[CH3:32][O:33]C1C=CC=CC=1N1CCNCC1. (9) The reactants are: [CH3:1][O:2][C:3](=[O:11])[C:4]1[CH:9]=[CH:8][C:7](F)=[CH:6][CH:5]=1.[CH2:12]([N:14]1[CH2:19][CH2:18][NH:17][CH2:16][CH2:15]1)[CH3:13].C(=O)([O-])[O-].[K+].[K+]. Given the product [CH3:1][O:2][C:3](=[O:11])[C:4]1[CH:9]=[CH:8][C:7]([N:17]2[CH2:18][CH2:19][N:14]([CH2:12][CH3:13])[CH2:15][CH2:16]2)=[CH:6][CH:5]=1, predict the reactants needed to synthesize it. (10) The reactants are: [H-].[Na+].[Cl:3][C:4]1[CH:5]=[C:6]([C:10](=[O:22])[CH2:11][CH2:12][N:13]([CH3:21])[C:14](=[O:20])[O:15][C:16]([CH3:19])([CH3:18])[CH3:17])[CH:7]=[CH:8][CH:9]=1.[CH3:23]I. Given the product [Cl:3][C:4]1[CH:5]=[C:6]([C:10](=[O:22])[CH:11]([CH3:23])[CH2:12][N:13]([CH3:21])[C:14](=[O:20])[O:15][C:16]([CH3:17])([CH3:18])[CH3:19])[CH:7]=[CH:8][CH:9]=1, predict the reactants needed to synthesize it.